This data is from Full USPTO retrosynthesis dataset with 1.9M reactions from patents (1976-2016). The task is: Predict the reactants needed to synthesize the given product. (1) Given the product [Cl:31][C:32]1[CH:39]=[C:38]([Cl:40])[CH:37]=[CH:36][C:33]=1[CH:34]1[CH2:29][C:28](=[O:30])[C:22]2[C:21](=[CH:26][CH:25]=[C:24]([OH:27])[CH:23]=2)[O:20]1, predict the reactants needed to synthesize it. The reactants are: FC1C=C(C2CC(=O)C3C(=CC=C(O)C=3)O2)C=CC=1.[OH:20][C:21]1[CH:26]=[CH:25][C:24]([OH:27])=[CH:23][C:22]=1[C:28](=[O:30])[CH3:29].[Cl:31][C:32]1[CH:39]=[C:38]([Cl:40])[CH:37]=[CH:36][C:33]=1[CH:34]=O. (2) Given the product [CH3:12][N:13]1[CH2:14][CH2:15][N:16]([C:19]2[CH:24]=[CH:23][C:22]([NH:25][C:9]([C:7]3[O:8][C:4]([N+:1]([O-:3])=[O:2])=[CH:5][CH:6]=3)=[O:10])=[CH:21][CH:20]=2)[CH2:17][CH2:18]1, predict the reactants needed to synthesize it. The reactants are: [N+:1]([C:4]1[O:8][C:7]([C:9](Cl)=[O:10])=[CH:6][CH:5]=1)([O-:3])=[O:2].[CH3:12][N:13]1[CH2:18][CH2:17][N:16]([C:19]2[CH:24]=[CH:23][C:22]([NH2:25])=[CH:21][CH:20]=2)[CH2:15][CH2:14]1.CCN(CC)CC. (3) Given the product [NH2:1][C:2]1[N:3]=[CH:4][C:5]([C:8]2[C:9]([F:19])=[C:10]([OH:18])[C:11]([CH:14]3[CH2:17][CH2:16]3)=[CH:12][CH:13]=2)=[N:6][CH:7]=1, predict the reactants needed to synthesize it. The reactants are: [NH2:1][C:2]1[N:3]=[CH:4][C:5]([C:8]2[C:9]([F:19])=[C:10]([OH:18])[C:11]([CH:14]3[CH2:17][CH2:16]C3)=[CH:12][CH:13]=2)=[N:6][CH:7]=1.[Br-].C1([Zn+])CC1. (4) Given the product [F:1][C:2]1[CH:9]=[CH:8][CH:7]=[C:6]([OH:10])[C:3]=1[C:4]#[N:5], predict the reactants needed to synthesize it. The reactants are: [F:1][C:2]1[CH:9]=[CH:8][CH:7]=[C:6]([O:10]C)[C:3]=1[C:4]#[N:5].Cl.[NH+]1C=CC=CC=1.O.